Dataset: Reaction yield outcomes from USPTO patents with 853,638 reactions. Task: Predict the reaction yield, written as a fraction of the theoretical maximum amount of product (1.0 means a 100% yield; for example, 0.34 means a 34% yield). (1) The reactants are [F:1][CH2:2][C:3]([C:7]1[CH:11]=[C:10]([NH:12][C:13](=[O:21])OC2C=CC=CC=2)[O:9][N:8]=1)([CH3:6])[CH2:4][F:5].[CH3:22][O:23][C:24]1[CH:25]=[C:26]2[C:31](=[CH:32][C:33]=1[O:34][CH3:35])[N:30]=[CH:29][N:28]=[C:27]2[S:36][C:37]1[CH:38]=[C:39]([CH:41]=[CH:42][CH:43]=1)[NH2:40].C(N(CC)C(C)C)(C)C. The catalyst is C1COCC1. The product is [F:5][CH2:4][C:3]([C:7]1[CH:11]=[C:10]([NH:12][C:13]([NH:40][C:39]2[CH:41]=[CH:42][CH:43]=[C:37]([S:36][C:27]3[C:26]4[C:31](=[CH:32][C:33]([O:34][CH3:35])=[C:24]([O:23][CH3:22])[CH:25]=4)[N:30]=[CH:29][N:28]=3)[CH:38]=2)=[O:21])[O:9][N:8]=1)([CH3:6])[CH2:2][F:1]. The yield is 0.550. (2) The reactants are [N+:1]([C:4]1[CH:5]=[C:6]([NH2:10])[CH:7]=[CH:8][CH:9]=1)([O-:3])=[O:2].[N:11]([O-])=O.[Na+].[Cl:15][Sn]Cl.O. The catalyst is O.Cl. The product is [ClH:15].[N+:1]([C:4]1[CH:5]=[C:6]([NH:10][NH2:11])[CH:7]=[CH:8][CH:9]=1)([O-:3])=[O:2]. The yield is 0.730. (3) The reactants are [CH3:1][C@@H:2]1[N:7]([C:8]2[C:9]3[C@H:16]([CH3:17])[S:15][CH2:14][C:10]=3[N:11]=[CH:12][N:13]=2)[CH2:6][CH2:5][N:4](C(OC(C)(C)C)=O)[CH2:3]1.Cl. The catalyst is C(Cl)Cl. The product is [CH3:17][C@H:16]1[C:9]2[C:8]([N:7]3[CH2:6][CH2:5][NH:4][CH2:3][C@@H:2]3[CH3:1])=[N:13][CH:12]=[N:11][C:10]=2[CH2:14][S:15]1. The yield is 0.990. (4) The reactants are Br[C:2]1[N:3]=[C:4]([C:9]2[NH:13][C:12]3[CH:14]=[C:15]([CH3:18])[CH:16]=[CH:17][C:11]=3[N:10]=2)[C:5]([NH2:8])=[N:6][CH:7]=1.[CH3:19][N:20]1[CH:25]=[C:24](B2OC(C)(C)C(C)(C)O2)[CH:23]=[CH:22][C:21]1=[O:35].C(=O)([O-])[O-].[K+].[K+]. The catalyst is CN(C=O)C.CCOC(C)=O. The product is [NH2:8][C:5]1[N:6]=[CH:7][C:2]([C:24]2[CH:23]=[CH:22][C:21](=[O:35])[N:20]([CH3:19])[CH:25]=2)=[N:3][C:4]=1[C:9]1[NH:13][C:12]2[CH:14]=[C:15]([CH3:18])[CH:16]=[CH:17][C:11]=2[N:10]=1. The yield is 0.400. (5) The reactants are [F:1][C:2]1[CH:7]=[CH:6][C:5]([N:8]2[C:16]3[C:11](=[CH:12][C:13](O)=[C:14]([CH3:17])[CH:15]=3)[CH:10]=[N:9]2)=[CH:4][CH:3]=1.S(OS(C(F)(F)F)(=O)=O)(C(F)(F)F)(=O)=O.[C:34]([O:38][CH2:39][CH3:40])(=[O:37])[CH:35]=[CH2:36].C(N(CC)CC)C. The catalyst is C(Cl)Cl.CCOC(C)=O.Cl[Pd](Cl)([P](C1C=CC=CC=1)(C1C=CC=CC=1)C1C=CC=CC=1)[P](C1C=CC=CC=1)(C1C=CC=CC=1)C1C=CC=CC=1.N1C=CC=CC=1. The product is [F:1][C:2]1[CH:7]=[CH:6][C:5]([N:8]2[C:16]3[C:11](=[CH:12][C:13](/[CH:36]=[CH:35]/[C:34]([O:38][CH2:39][CH3:40])=[O:37])=[C:14]([CH3:17])[CH:15]=3)[CH:10]=[N:9]2)=[CH:4][CH:3]=1. The yield is 0.540. (6) The reactants are [CH2:1]([C:3]1[C:11]2[C:6](=[CH:7][C:8]([C:12]3[N:16]([C:17]4[CH:22]=[CH:21][C:20]([S:23]([CH3:26])(=[O:25])=[O:24])=[CH:19][CH:18]=4)[N:15]=[CH:14][CH:13]=3)=[CH:9][CH:10]=2)[NH:5][N:4]=1)[CH3:2].Br[CH:28]([CH2:31][CH3:32])[CH2:29][CH3:30].C(=O)([O-])[O-].[K+].[K+].CN(C)C=O. The catalyst is C(OCC)(=O)C.O. The product is [CH2:1]([C:3]1[N:4]([CH:28]([CH2:31][CH3:32])[CH2:29][CH3:30])[N:5]=[C:6]2[C:11]=1[CH:10]=[CH:9][C:8]([C:12]1[N:16]([C:17]3[CH:22]=[CH:21][C:20]([S:23]([CH3:26])(=[O:25])=[O:24])=[CH:19][CH:18]=3)[N:15]=[CH:14][CH:13]=1)=[CH:7]2)[CH3:2]. The yield is 0.0370. (7) The reactants are [CH:1]1([NH:8][C:9]2[N:14]=[C:13]([NH:15][CH2:16][CH:17]3[CH2:21][CH2:20][CH2:19][N:18]3[CH2:22][CH3:23])[N:12]=[C:11]([NH:24][C:25]3[CH:30]=[CH:29][C:28]([O:31][CH3:32])=[C:27]([F:33])[CH:26]=3)[N:10]=2)[CH2:7][CH2:6][CH2:5][CH2:4][CH2:3][CH2:2]1.[ClH:34]. The catalyst is CO. The product is [ClH:34].[CH:1]1([NH:8][C:9]2[N:14]=[C:13]([NH:15][CH2:16][CH:17]3[CH2:21][CH2:20][CH2:19][N:18]3[CH2:22][CH3:23])[N:12]=[C:11]([NH:24][C:25]3[CH:30]=[CH:29][C:28]([O:31][CH3:32])=[C:27]([F:33])[CH:26]=3)[N:10]=2)[CH2:7][CH2:6][CH2:5][CH2:4][CH2:3][CH2:2]1. The yield is 0.970.